This data is from hERG potassium channel inhibition data for cardiac toxicity prediction from Karim et al.. The task is: Regression/Classification. Given a drug SMILES string, predict its toxicity properties. Task type varies by dataset: regression for continuous values (e.g., LD50, hERG inhibition percentage) or binary classification for toxic/non-toxic outcomes (e.g., AMES mutagenicity, cardiotoxicity, hepatotoxicity). Dataset: herg_karim. (1) The molecule is O=C(CCCCCCC(=O)Nc1ccc2ccnc(Nc3cccc(Cl)c3F)c2c1)NO. The result is 0 (non-blocker). (2) The drug is c1ccc(CC2(c3ccc4[nH]ccc4c3)CCNC2)cc1. The result is 1 (blocker). (3) The drug is C[C@@H]1CN(C(=O)c2nc(Nc3cc(C4CC4)[nH]n3)c3cc(Cl)ccc3n2)CCN1.Cl. The result is 0 (non-blocker). (4) The result is 1 (blocker). The molecule is C[C@@H](C[C@@](C)(CS(=O)(=O)N1CCC(OCc2ccc(Cl)cc2Cl)CC1)N(O)C=O)c1ncc(F)cn1. (5) The compound is CSc1ccccc1C(=O)N(c1ccccc1)[C@H]1CCNC1. The result is 0 (non-blocker). (6) The drug is CC(=O)N(C)C1CCC([C@H](C)[C@H](N)C(=O)N2CC[C@H](F)C2)CC1.Cl. The result is 0 (non-blocker). (7) The compound is COC(=O)N(NC(=O)c1c(CN2CCN(C3(C)CCOCC3)CC2)c(-c2ccccc2)nc2c(F)cccc12)c1ccccc1. The result is 1 (blocker).